From a dataset of Forward reaction prediction with 1.9M reactions from USPTO patents (1976-2016). Predict the product of the given reaction. (1) Given the reactants C([N:8]1[CH2:13][CH2:12][N:11]([C:14]([O:16][C:17]([CH3:20])([CH3:19])[CH3:18])=[O:15])[CH2:10][C@H:9]1[CH2:21][O:22][C:23]1[CH:28]=[CH:27][C:26]([C:29]([O:31][CH3:32])=[O:30])=[CH:25][N:24]=1)C1C=CC=CC=1, predict the reaction product. The product is: [CH3:32][O:31][C:29]([C:26]1[CH:27]=[CH:28][C:23]([O:22][CH2:21][C@H:9]2[NH:8][CH2:13][CH2:12][N:11]([C:14]([O:16][C:17]([CH3:20])([CH3:19])[CH3:18])=[O:15])[CH2:10]2)=[N:24][CH:25]=1)=[O:30]. (2) Given the reactants [CH3:1][CH:2]1[C:7](=[O:8])[CH2:6][CH2:5][N:4]([C:9]([O:11][C:12]([CH3:15])([CH3:14])[CH3:13])=[O:10])[CH2:3]1.[CH2:16]([O:23][C:24]1[CH:25]=[C:26]([Mg]Br)[CH:27]=[CH:28][CH:29]=1)[C:17]1[CH:22]=[CH:21][CH:20]=[CH:19][CH:18]=1, predict the reaction product. The product is: [CH2:16]([O:23][C:24]1[CH:29]=[C:28]([C:7]2([OH:8])[CH2:6][CH2:5][N:4]([C:9]([O:11][C:12]([CH3:14])([CH3:13])[CH3:15])=[O:10])[CH2:3][CH:2]2[CH3:1])[CH:27]=[CH:26][CH:25]=1)[C:17]1[CH:22]=[CH:21][CH:20]=[CH:19][CH:18]=1. (3) Given the reactants [NH2:1][C@H:2](C(O)=O)[CH2:3][C:4]1[C:12]2[C:7](=[CH:8][CH:9]=[CH:10][CH:11]=2)[NH:6][CH:5]=1.[CH:16](=O)[CH2:17][CH3:18].[Cr](O[Cr]([O-])(=O)=O)([O-])(=O)=O.[K+].[K+].[Cr](O[Cr]([O-])(=O)=O)([O-])(=O)=O.S([O-])([O-])=O.[Na+].[Na+].[OH-].[Na+], predict the reaction product. The product is: [CH2:17]([C:18]1[C:5]2[NH:6][C:7]3[C:12]([C:4]=2[CH:3]=[CH:2][N:1]=1)=[CH:11][CH:10]=[CH:9][CH:8]=3)[CH3:16].